Dataset: Reaction yield outcomes from USPTO patents with 853,638 reactions. Task: Predict the reaction yield, written as a fraction of the theoretical maximum amount of product (1.0 means a 100% yield; for example, 0.34 means a 34% yield). (1) The reactants are [CH3:1][C:2]1[N:7]=[C:6]([NH:8][S:9]([C:12]2[S:16][C:15](Br)=[N:14][C:13]=2[CH3:18])(=[O:11])=[O:10])[CH:5]=[CH:4][CH:3]=1.[C:19]([C:21]1[CH:26]=[CH:25][C:24](B(O)O)=[CH:23][CH:22]=1)#[N:20].C(=O)([O-])[O-].[Cs+].[Cs+]. The catalyst is C(COC)OC.O. The product is [CH3:1][C:2]1[N:7]=[C:6]([NH:8][S:9]([C:12]2[S:16][C:15]([C:24]3[CH:25]=[CH:26][C:21]([C:19]#[N:20])=[CH:22][CH:23]=3)=[N:14][C:13]=2[CH3:18])(=[O:11])=[O:10])[CH:5]=[CH:4][CH:3]=1. The yield is 0.730. (2) The reactants are [C-]#[N:2].[K+].[C:4]([N:7]1[CH2:12][CH2:11][C:10]2[N:13]([C@H:37]3[CH2:41][CH2:40][O:39][CH2:38]3)[N:14]=[C:15]([N:16]3[C:25]4[C:20](=[CH:21][C:22]([C:26]5[CH:27]=[N:28][N:29]([CH3:31])[CH:30]=5)=[CH:23][CH:24]=4)[CH2:19][CH:18]([CH2:32]S([O-])(=O)=O)[CH2:17]3)[C:9]=2[CH2:8]1)(=[O:6])[CH3:5].O. The catalyst is CS(C)=O. The product is [C:4]([N:7]1[CH2:12][CH2:11][C:10]2[N:13]([CH:37]3[CH2:41][CH2:40][O:39][CH2:38]3)[N:14]=[C:15]([N:16]3[C:25]4[C:20](=[CH:21][C:22]([C:26]5[CH:27]=[N:28][N:29]([CH3:31])[CH:30]=5)=[CH:23][CH:24]=4)[CH2:19][C@H:18]([C:32]#[N:2])[CH2:17]3)[C:9]=2[CH2:8]1)(=[O:6])[CH3:5].[C:4]([N:7]1[CH2:12][CH2:11][C:10]2[N:13]([CH:37]3[CH2:41][CH2:40][O:39][CH2:38]3)[N:14]=[C:15]([N:16]3[C:25]4[C:20](=[CH:21][C:22]([C:26]5[CH:27]=[N:28][N:29]([CH3:31])[CH:30]=5)=[CH:23][CH:24]=4)[CH2:19][C@H:17]3[CH2:18][C:32]#[N:2])[C:9]=2[CH2:8]1)(=[O:6])[CH3:5]. The yield is 0.0500. (3) The reactants are C(N(CC)CC)C.[Br:8][C:9]1[CH:14]=[CH:13][C:12]([C:15](=O)[CH2:16][S:17][C:18]#[N:19])=[CH:11][CH:10]=1.[Cl-].[CH2:22]([O:24][C:25]([C:27]1([NH3+:30])[CH2:29][CH2:28]1)=[O:26])[CH3:23]. The catalyst is C(O)C. The product is [Br:8][C:9]1[CH:14]=[CH:13][C:12]([C:15]2[N:19]=[C:18]([NH:30][C:27]3([C:25]([O:24][CH2:22][CH3:23])=[O:26])[CH2:29][CH2:28]3)[S:17][CH:16]=2)=[CH:11][CH:10]=1. The yield is 0.360. (4) The reactants are Br[CH2:2][CH2:3][CH2:4][CH2:5]Br.[Mg].[O:8]1[CH2:11][CH2:10][C:9]1=[O:12]. The catalyst is C1COCC1.II. The product is [OH:8][CH2:11][CH2:10][C:9]1([OH:12])[CH2:5][CH2:4][CH2:3][CH2:2]1. The yield is 0.180.